Dataset: Catalyst prediction with 721,799 reactions and 888 catalyst types from USPTO. Task: Predict which catalyst facilitates the given reaction. (1) Reactant: [C:1]([C:3]1[CH:4]=[C:5]([CH2:27][C:28]([O:30][C:31]([CH3:34])([CH3:33])[CH3:32])=[O:29])[CH:6]=[CH:7][C:8]=1[O:9][C:10]1[CH:15]=[CH:14][C:13]([NH:16][C:17](=[O:26])[C:18]2[CH:23]=[CH:22][C:21]([Cl:24])=[C:20]([Cl:25])[CH:19]=2)=[CH:12][CH:11]=1)#[N:2].C(OCC)(=O)C. Product: [NH2:2][CH2:1][C:3]1[CH:4]=[C:5]([CH2:27][C:28]([O:30][C:31]([CH3:34])([CH3:33])[CH3:32])=[O:29])[CH:6]=[CH:7][C:8]=1[O:9][C:10]1[CH:11]=[CH:12][C:13]([NH:16][C:17](=[O:26])[C:18]2[CH:23]=[CH:22][C:21]([Cl:24])=[C:20]([Cl:25])[CH:19]=2)=[CH:14][CH:15]=1. The catalyst class is: 834. (2) Product: [Cl:59][C:47]1[CH:46]=[C:45]([NH:44][C:32]2[C:31]3[C:36](=[CH:37][C:38]([O:39][CH2:40][CH2:41][O:42][CH3:43])=[C:29]([NH:28][C:26]([C@H:25]([NH:24][C:1](=[O:5])[CH:2]=[CH2:3])[CH3:60])=[O:27])[CH:30]=3)[N:35]=[CH:34][N:33]=2)[CH:50]=[CH:49][C:48]=1[O:51][CH2:52][C:53]1[CH:58]=[CH:57][CH:56]=[CH:55][N:54]=1. The catalyst class is: 1. Reactant: [C:1]([OH:5])(=O)[CH:2]=[CH2:3].N1C=CC=CC=1.Cl.CN(C)CCCN=C=NCC.[NH2:24][CH:25]([CH3:60])[C:26]([NH:28][C:29]1[CH:30]=[C:31]2[C:36](=[CH:37][C:38]=1[O:39][CH2:40][CH2:41][O:42][CH3:43])[N:35]=[CH:34][N:33]=[C:32]2[NH:44][C:45]1[CH:50]=[CH:49][C:48]([O:51][CH2:52][C:53]2[CH:58]=[CH:57][CH:56]=[CH:55][N:54]=2)=[C:47]([Cl:59])[CH:46]=1)=[O:27]. (3) Reactant: [BrH:1].S(=O)(=O)(O)O.[F:7][C:8]([F:24])([F:23])[C:9]1[CH:18]=[C:17]2[C:12]([C:13]([NH:19][CH2:20][CH2:21]O)=[CH:14][CH:15]=[N:16]2)=[CH:11][CH:10]=1.C([O-])(O)=O.[Na+]. Product: [F:7][C:8]([F:24])([F:23])[C:9]1[CH:18]=[C:17]2[C:12]([C:13]([NH:19][CH2:20][CH2:21][Br:1])=[CH:14][CH:15]=[N:16]2)=[CH:11][CH:10]=1. The catalyst class is: 6. (4) Reactant: Br[CH2:2][C:3]([C:5]1[CH:10]=[C:9]([N+:11]([O-:13])=[O:12])[CH:8]=[CH:7][C:6]=1[OH:14])=[O:4].C(N(CC)CC)C. Product: [N+:11]([C:9]1[CH:8]=[CH:7][C:6]2[O:14][CH2:2][C:3](=[O:4])[C:5]=2[CH:10]=1)([O-:13])=[O:12]. The catalyst class is: 23. (5) Reactant: [Br:1][C:2]1[CH:3]=[C:4]([CH:9]([CH:11]2[NH:16][CH2:15][CH:14]=[CH:13][NH:12]2)[OH:10])[CH:5]=[CH:6][C:7]=1[F:8]. Product: [Br:1][C:2]1[CH:3]=[C:4]([CH:5]=[CH:6][C:7]=1[F:8])[C:9]([CH:11]1[NH:16][CH2:15][CH2:14][CH:13]=[N:12]1)=[O:10]. The catalyst class is: 485. (6) Reactant: [C:1]([O:4][C:5]1[CH:6]=[C:7]([CH2:14][C:15]([O:17][C:18]([CH3:21])([CH3:20])[CH3:19])=[O:16])[CH:8]=[CH:9][C:10]=1[N+:11]([O-:13])=[O:12])(=[O:3])[CH3:2].[CH3:22][Mg]Cl.ClC1C(=O)C(C#N)=C(C#N)C(=O)C=1Cl. Product: [C:1]([O:4][C:5]1[CH:6]=[C:7]([CH2:14][C:15]([O:17][C:18]([CH3:21])([CH3:20])[CH3:19])=[O:16])[CH:8]=[C:9]([CH3:22])[C:10]=1[N+:11]([O-:13])=[O:12])(=[O:3])[CH3:2]. The catalyst class is: 305.